This data is from Full USPTO retrosynthesis dataset with 1.9M reactions from patents (1976-2016). The task is: Predict the reactants needed to synthesize the given product. (1) Given the product [C:21]([CH2:23][C:24]([NH:1][C:2]1[CH:3]=[C:4]([Cl:20])[C:5]([C:9]([N:11]2[C:19]3[CH:18]=[CH:17][N:16]=[CH:15][C:14]=3[CH:13]=[CH:12]2)=[O:10])=[C:6]([Cl:8])[CH:7]=1)=[O:25])#[N:22], predict the reactants needed to synthesize it. The reactants are: [NH2:1][C:2]1[CH:7]=[C:6]([Cl:8])[C:5]([C:9]([N:11]2[C:19]3[CH:18]=[CH:17][N:16]=[CH:15][C:14]=3[CH:13]=[CH:12]2)=[O:10])=[C:4]([Cl:20])[CH:3]=1.[C:21]([CH2:23][C:24](O)=[O:25])#[N:22].OC1C2N=NNC=2C=CC=1.C(N=C=NCCCN(C)C)C.C(N(CC)C(C)C)(C)C. (2) Given the product [CH2:1]([O:3][C:4]([C:6]1[N:7]([C:17]2[CH:22]=[CH:21][C:20]([O:23][CH:24]3[CH2:28][CH2:27][CH2:26][CH2:25]3)=[CH:19][CH:18]=2)[C:8]2[C:13]([C:14]=1[Cl:15])=[CH:12][C:11]([C:31]#[C:32][C:33]1[CH:38]=[CH:37][CH:36]=[CH:35][CH:34]=1)=[CH:10][CH:9]=2)=[O:5])[CH3:2], predict the reactants needed to synthesize it. The reactants are: [CH2:1]([O:3][C:4]([C:6]1[N:7]([C:17]2[CH:22]=[CH:21][C:20]([O:23][CH:24]3[CH2:28][CH2:27][CH2:26][CH2:25]3)=[CH:19][CH:18]=2)[C:8]2[C:13]([C:14]=1[Cl:15])=[CH:12][C:11](Br)=[CH:10][CH:9]=2)=[O:5])[CH3:2].C[Sn](C)(C)[C:31]#[C:32][C:33]1[CH:38]=[CH:37][CH:36]=[CH:35][CH:34]=1.